This data is from Oral bioavailability binary classification data from Ma et al.. The task is: Regression/Classification. Given a drug SMILES string, predict its absorption, distribution, metabolism, or excretion properties. Task type varies by dataset: regression for continuous measurements (e.g., permeability, clearance, half-life) or binary classification for categorical outcomes (e.g., BBB penetration, CYP inhibition). Dataset: bioavailability_ma. (1) The drug is CNCCCC12CCC(c3ccccc31)c1ccccc12. The result is 1 (high bioavailability). (2) The molecule is O=C(O)c1cc(-c2ccc(F)cc2F)ccc1O. The result is 1 (high bioavailability). (3) The molecule is CN(C)CCCC1(c2ccc(F)cc2)OCc2cc(C#N)ccc21. The result is 1 (high bioavailability). (4) The compound is C=CC1=C(C(=O)O)N2C(=O)[C@@H](NC(=O)/C(=N\O)c3csc(N)n3)[C@H]2SC1. The result is 1 (high bioavailability). (5) The molecule is N[C@@H]1CONC1=O. The result is 1 (high bioavailability). (6) The molecule is CC[N+](C)(C)C(C)CC(c1ccccc1)c1ccccc1. The result is 0 (low bioavailability). (7) The compound is COc1ccc(Cl)cc1C(=O)NCCc1ccc(S(=O)(=O)NC(=O)NC2CCCCC2)cc1. The result is 1 (high bioavailability).